From a dataset of Forward reaction prediction with 1.9M reactions from USPTO patents (1976-2016). Predict the product of the given reaction. Given the reactants [OH-].[Li+].[Br:3][C:4]1[N:5]([C:20]2[C:29]3[C:24](=[CH:25][CH:26]=[CH:27][CH:28]=3)[C:23]([CH:30]3[CH2:32][CH2:31]3)=[CH:22][CH:21]=2)[C:6]([S:9][CH2:10][C:11]([NH:13][CH:14]([CH3:19])[C:15]([O:17]C)=[O:16])=[O:12])=[N:7][N:8]=1, predict the reaction product. The product is: [Br:3][C:4]1[N:5]([C:20]2[C:29]3[C:24](=[CH:25][CH:26]=[CH:27][CH:28]=3)[C:23]([CH:30]3[CH2:32][CH2:31]3)=[CH:22][CH:21]=2)[C:6]([S:9][CH2:10][C:11]([NH:13][CH:14]([CH3:19])[C:15]([OH:17])=[O:16])=[O:12])=[N:7][N:8]=1.